The task is: Predict the reaction yield, written as a fraction of the theoretical maximum amount of product (1.0 means a 100% yield; for example, 0.34 means a 34% yield).. This data is from Reaction yield outcomes from USPTO patents with 853,638 reactions. (1) The reactants are [Cl:1][C:2]1[CH:7]=[CH:6][C:5]([CH:8]2[CH2:13][CH:12]([C:14]([O:16]C)=[O:15])[CH2:11][CH2:10][N:9]2[C:18]([O:20][CH3:21])=[O:19])=[CH:4][CH:3]=1.C(#N)C.[Br-].[Li+].CCN(CC)CC. The catalyst is CC(OC)(C)C.O. The product is [Cl:1][C:2]1[CH:7]=[CH:6][C:5]([CH:8]2[CH2:13][CH:12]([C:14]([OH:16])=[O:15])[CH2:11][CH2:10][N:9]2[C:18]([O:20][CH3:21])=[O:19])=[CH:4][CH:3]=1. The yield is 0.920. (2) The reactants are [CH:1]([C:4]1[CH:10]=[CH:9][CH:8]=[C:7]([CH:11]([CH3:13])[CH3:12])[C:5]=1[NH2:6])([CH3:3])[CH3:2].[N:14]1[CH:19]=[CH:18][CH:17]=[CH:16][C:15]=1[CH:20]=O.C1(C)C=CC(S(O)(=O)=O)=CC=1. The catalyst is C1(C)C=CC=CC=1. The product is [CH:11]([C:7]1[CH:8]=[CH:9][CH:10]=[C:4]([CH:1]([CH3:3])[CH3:2])[C:5]=1[N:6]=[CH:20][C:15]1[CH:16]=[CH:17][CH:18]=[CH:19][N:14]=1)([CH3:13])[CH3:12]. The yield is 0.400. (3) The catalyst is CCOC(C)=O. The product is [Cl:32][C:26]1[CH:27]=[CH:28][C:29]([Cl:31])=[CH:30][C:25]=1[C:24]([NH:23][CH2:22][C:21]([NH:20][C@H:15]([B:14]1[O:1][C:2]([CH3:8])([CH3:7])[CH2:3][C:4](=[O:6])[O:5]1)[CH2:16][CH:17]([CH3:19])[CH3:18])=[O:34])=[O:33]. The yield is 0.950. The reactants are [OH:1][C:2]([CH3:8])([CH3:7])[CH2:3][C:4]([OH:6])=[O:5].O1[B:14]([C@@H:15]([NH:20][C:21](=[O:34])[CH2:22][NH:23][C:24](=[O:33])[C:25]2[CH:30]=[C:29]([Cl:31])[CH:28]=[CH:27][C:26]=2[Cl:32])[CH2:16][CH:17]([CH3:19])[CH3:18])O[B:14]([C@@H:15]([NH:20][C:21](=[O:34])[CH2:22][NH:23][C:24](=[O:33])[C:25]2[CH:30]=[C:29]([Cl:31])[CH:28]=[CH:27][C:26]=2[Cl:32])[CH2:16][CH:17]([CH3:19])[CH3:18])O[B:14]1[C@@H:15]([NH:20][C:21](=[O:34])[CH2:22][NH:23][C:24](=[O:33])[C:25]1[CH:30]=[C:29]([Cl:31])[CH:28]=[CH:27][C:26]=1[Cl:32])[CH2:16][CH:17]([CH3:19])[CH3:18].